This data is from Reaction yield outcomes from USPTO patents with 853,638 reactions. The task is: Predict the reaction yield, written as a fraction of the theoretical maximum amount of product (1.0 means a 100% yield; for example, 0.34 means a 34% yield). (1) The product is [NH2:1][C:4]1[CH:5]=[CH:6][C:7]([NH:10][CH2:11][CH2:12][OH:13])=[N:8][CH:9]=1. The reactants are [N+:1]([C:4]1[CH:5]=[CH:6][C:7]([NH:10][CH2:11][CH2:12][OH:13])=[N:8][CH:9]=1)([O-])=O. The yield is 0.900. The catalyst is O1CCCC1.[Pd]. (2) The reactants are [SH:1][C:2]1[NH:10]C2C(=O)[NH:7][C:6](=O)[NH:5][C:4]=2[N:3]=1.[CH2:13](Cl)[C:14]1[CH:19]=[CH:18][CH:17]=[CH:16][CH:15]=1.[CH3:21][C:22]([OH:24])=O. The catalyst is [OH-].[Na+].O. The product is [CH2:13]([S:1][C:2]1[N:3]=[C:4]2[C:21]([NH:7][CH:6]=[N:5]2)=[C:22]([OH:24])[N:10]=1)[C:14]1[CH:19]=[CH:18][CH:17]=[CH:16][CH:15]=1. The yield is 0.950.